Task: Regression. Given a peptide amino acid sequence and an MHC pseudo amino acid sequence, predict their binding affinity value. This is MHC class II binding data.. Dataset: Peptide-MHC class II binding affinity with 134,281 pairs from IEDB (1) The peptide sequence is EKKYFAATQFEPLPA. The MHC is HLA-DQA10501-DQB10301 with pseudo-sequence HLA-DQA10501-DQB10301. The binding affinity (normalized) is 0.313. (2) The peptide sequence is LRMVLRQKVVYPSVM. The MHC is DRB1_0101 with pseudo-sequence DRB1_0101. The binding affinity (normalized) is 0.614. (3) The peptide sequence is TGSDGKTTWCSQTDY. The MHC is DRB1_0701 with pseudo-sequence DRB1_0701. The binding affinity (normalized) is 0.173. (4) The peptide sequence is NKYLEEHPSAGKDPK. The MHC is DRB1_0701 with pseudo-sequence DRB1_0701. The binding affinity (normalized) is 0.161. (5) The peptide sequence is APTGATTAAAGGYKV. The MHC is DRB1_0901 with pseudo-sequence DRB1_0901. The binding affinity (normalized) is 0.272. (6) The peptide sequence is AAASWDALAAELASA. The MHC is DRB1_0301 with pseudo-sequence DRB1_0301. The binding affinity (normalized) is 0.175. (7) The peptide sequence is RGLKLATALSLSNKF. The MHC is DRB1_1302 with pseudo-sequence DRB1_1302. The binding affinity (normalized) is 0.995.